This data is from Catalyst prediction with 721,799 reactions and 888 catalyst types from USPTO. The task is: Predict which catalyst facilitates the given reaction. (1) Reactant: [NH:1]1[C:5]2=[N:6][CH:7]=[N:8][C:9]([NH2:10])=[C:4]2[CH:3]=[N:2]1.[I:11]N1C(=O)CCC1=O. Product: [I:11][C:3]1[C:4]2[C:5](=[N:6][CH:7]=[N:8][C:9]=2[NH2:10])[NH:1][N:2]=1. The catalyst class is: 35. (2) Reactant: Br.[NH2:2][C:3]1[C:4]([OH:17])=[C:5]([C:9]2[CH:10]=[C:11]([C:14]([OH:16])=[O:15])[S:12][CH:13]=2)[CH:6]=[CH:7][CH:8]=1.[N:18]([O-])=O.[Na+].[CH3:22][C:23]1[CH2:24][C:25](=[O:38])[N:26]([C:28]2[CH:37]=[CH:36][C:35]3[CH2:34][CH2:33][CH2:32][CH2:31][C:30]=3[CH:29]=2)[N:27]=1.C(=O)(O)[O-].[Na+]. Product: [OH:17][C:4]1[C:3]([NH:2][N:18]=[C:24]2[C:25](=[O:38])[N:26]([C:28]3[CH:37]=[CH:36][C:35]4[CH2:34][CH2:33][CH2:32][CH2:31][C:30]=4[CH:29]=3)[N:27]=[C:23]2[CH3:22])=[CH:8][CH:7]=[CH:6][C:5]=1[C:9]1[CH:10]=[C:11]([C:14]([OH:16])=[O:15])[S:12][CH:13]=1. The catalyst class is: 502.